From a dataset of Catalyst prediction with 721,799 reactions and 888 catalyst types from USPTO. Predict which catalyst facilitates the given reaction. (1) Reactant: [H-].[Na+].[C:3]1([CH:9]2[CH2:15][NH:14][C:13](=[O:16])[CH2:12][CH2:11][CH2:10]2)[CH:8]=[CH:7][CH:6]=[CH:5][CH:4]=1.[CH3:17][O:18][CH2:19][CH2:20]Br.O. Product: [CH3:17][O:18][CH2:19][CH2:20][N:14]1[CH2:15][CH:9]([C:3]2[CH:4]=[CH:5][CH:6]=[CH:7][CH:8]=2)[CH2:10][CH2:11][CH2:12][C:13]1=[O:16]. The catalyst class is: 9. (2) Reactant: [Cl:1][C:2]1[CH:3]=[C:4]([C:12]2[S:16][C:15]([C:17]3[C:18]([CH2:26][CH3:27])=[C:19]([CH2:23][CH:24]=O)[CH:20]=[CH:21][CH:22]=3)=[N:14][N:13]=2)[CH:5]=[CH:6][C:7]=1[O:8][CH:9]([CH3:11])[CH3:10].[NH:28]1[CH2:36][CH2:35][CH2:34][C@H:29]1[C:30]([O:32]C)=[O:31].CC(O)=O.C(O[BH-](OC(=O)C)OC(=O)C)(=O)C.[Na+].[OH-].[Na+]. Product: [Cl:1][C:2]1[CH:3]=[C:4]([C:12]2[S:16][C:15]([C:17]3[C:18]([CH2:26][CH3:27])=[C:19]([CH2:23][CH2:24][N:28]4[CH2:36][CH2:35][CH2:34][C@H:29]4[C:30]([OH:32])=[O:31])[CH:20]=[CH:21][CH:22]=3)=[N:14][N:13]=2)[CH:5]=[CH:6][C:7]=1[O:8][CH:9]([CH3:11])[CH3:10]. The catalyst class is: 4. (3) Reactant: Br[C:2]1[CH:7]=[CH:6][C:5]([O:8][CH3:9])=[CH:4][C:3]=1[CH3:10].[Mg].II.CN([CH:17]=[O:18])C. Product: [CH3:9][O:8][C:5]1[CH:6]=[CH:7][C:2]([CH:17]=[O:18])=[C:3]([CH3:10])[CH:4]=1. The catalyst class is: 1. (4) Reactant: Br[CH2:2][C:3]1[CH:8]=[CH:7][CH:6]=[C:5]([N+:9]([O-:11])=[O:10])[C:4]=1[F:12].Cl.[CH3:14][NH:15][CH3:16].C(N(CC)CC)C. Product: [F:12][C:4]1[C:5]([N+:9]([O-:11])=[O:10])=[CH:6][CH:7]=[CH:8][C:3]=1[CH2:2][N:15]([CH3:16])[CH3:14]. The catalyst class is: 2.